This data is from Catalyst prediction with 721,799 reactions and 888 catalyst types from USPTO. The task is: Predict which catalyst facilitates the given reaction. (1) Reactant: [Br:1][C:2]1[CH:3]=[C:4]2[C:9](=[CH:10][CH:11]=1)[C:8](=[O:12])[NH:7][CH2:6][CH2:5]2.[C:13](O[C:13]([O:15][C:16]([CH3:19])([CH3:18])[CH3:17])=[O:14])([O:15][C:16]([CH3:19])([CH3:18])[CH3:17])=[O:14]. Product: [Br:1][C:2]1[CH:3]=[C:4]2[C:9](=[CH:10][CH:11]=1)[C:8](=[O:12])[N:7]([C:13]([O:15][C:16]([CH3:19])([CH3:18])[CH3:17])=[O:14])[CH2:6][CH2:5]2. The catalyst class is: 112. (2) Reactant: [CH2:1]1[O:4][CH:2]1[CH3:3].O.[Br:6][C:7]1[CH:8]=[C:9]([O:17][CH2:18][C@@H:19]2[CH2:24][CH2:23][CH2:22][NH:21][CH2:20]2)[C:10]2[N:11]([CH:14]=[N:15][CH:16]=2)[C:12]=1[Cl:13]. Product: [Br:6][C:7]1[CH:8]=[C:9]([O:17][CH2:18][C@@H:19]2[CH2:24][CH2:23][CH2:22][N:21]([CH2:1][CH:2]([OH:4])[CH3:3])[CH2:20]2)[C:10]2[N:11]([CH:14]=[N:15][CH:16]=2)[C:12]=1[Cl:13]. The catalyst class is: 2. (3) Reactant: [OH-:1].[Na+].Cl[C:4]1[CH:9]=[CH:8][C:7]([S:10]([C:13]([F:16])([F:15])[F:14])(=[O:12])=[O:11])=[CH:6][C:5]=1[N+:17]([O-:19])=[O:18].CO.Cl. Product: [N+:17]([C:5]1[CH:6]=[C:7]([S:10]([C:13]([F:16])([F:15])[F:14])(=[O:12])=[O:11])[CH:8]=[CH:9][C:4]=1[OH:1])([O-:19])=[O:18]. The catalyst class is: 232. (4) Reactant: [F:1][C:2]([F:22])([F:21])[C:3]1[CH:4]=[C:5]([CH:18]=[CH:19][CH:20]=1)[O:6][C:7]1[C:16]2[CH:15]=[CH:14][CH:13]=[C:12]([NH2:17])[C:11]=2[CH:10]=[CH:9][N:8]=1.[Cl:23][C:24]1[C:29]([C:30](O)=[O:31])=[C:28]([F:33])[C:27]([CH2:34][NH:35][C:36](=[O:41])[C:37]([CH3:40])([CH3:39])[CH3:38])=[CH:26][CH:25]=1.C(Cl)(=O)C(Cl)=O.CCN(C(C)C)C(C)C. Product: [Cl:23][C:24]1[C:29]([C:30]([NH:17][C:12]2[CH:13]=[CH:14][CH:15]=[C:16]3[C:11]=2[CH:10]=[CH:9][N:8]=[C:7]3[O:6][C:5]2[CH:18]=[CH:19][CH:20]=[C:3]([C:2]([F:1])([F:21])[F:22])[CH:4]=2)=[O:31])=[C:28]([F:33])[C:27]([CH2:34][NH:35][C:36](=[O:41])[C:37]([CH3:39])([CH3:38])[CH3:40])=[CH:26][CH:25]=1. The catalyst class is: 85. (5) Reactant: [ClH:1].[CH3:2][O:3][C:4]1[CH:9]=[CH:8][C:7]([C:10]2[CH:15]=[CH:14][CH:13]=[C:12]([CH2:16][C@H:17]([NH:32][C:33]([C@H:35]3[CH2:40][CH2:39][C@H:38]([CH2:41][NH:42]C(=O)OC(C)(C)C)[CH2:37][CH2:36]3)=[O:34])[C:18](=[O:31])[NH:19][C:20]3[CH:25]=[CH:24][C:23]([C:26]4[NH:30][N:29]=[N:28][N:27]=4)=[CH:22][CH:21]=3)[CH:11]=2)=[CH:6][C:5]=1[S:50]([N:53]1[CH2:58][CH2:57][O:56][CH2:55][CH2:54]1)(=[O:52])=[O:51].C(#N)C. Product: [ClH:1].[NH2:42][CH2:41][C@H:38]1[CH2:39][CH2:40][C@H:35]([C:33]([NH:32][C@@H:17]([CH2:16][C:12]2[CH:11]=[C:10]([C:7]3[CH:8]=[CH:9][C:4]([O:3][CH3:2])=[C:5]([S:50]([N:53]4[CH2:58][CH2:57][O:56][CH2:55][CH2:54]4)(=[O:51])=[O:52])[CH:6]=3)[CH:15]=[CH:14][CH:13]=2)[C:18](=[O:31])[NH:19][C:20]2[CH:21]=[CH:22][C:23]([C:26]3[NH:27][N:28]=[N:29][N:30]=3)=[CH:24][CH:25]=2)=[O:34])[CH2:36][CH2:37]1. The catalyst class is: 12. (6) Reactant: [I:1][C:2]1[CH:7]=[C:6]([F:8])[CH:5]=[C:4]([F:9])[C:3]=1[OH:10].[Br:11][CH2:12][CH2:13]Br.C(=O)([O-])[O-].[K+].[K+]. Product: [Br:11][CH2:12][CH2:13][O:10][C:3]1[C:2]([I:1])=[CH:7][C:6]([F:8])=[CH:5][C:4]=1[F:9]. The catalyst class is: 10. (7) Reactant: [F:1][C:2]([F:27])([F:26])[O:3][C:4]1[CH:9]=[CH:8][C:7]([NH:10][C:11]2[N:16]=[CH:15][N:14]=[C:13]([C:17]3[CH:25]=[CH:24][C:20]([C:21](O)=[O:22])=[CH:19][CH:18]=3)[CH:12]=2)=[CH:6][CH:5]=1.[CH3:28][NH:29][CH3:30].CN(C(ON1N=NC2C=CC=NC1=2)=[N+](C)C)C.F[P-](F)(F)(F)(F)F. Product: [CH3:28][N:29]([CH3:30])[C:21](=[O:22])[C:20]1[CH:19]=[CH:18][C:17]([C:13]2[CH:12]=[C:11]([NH:10][C:7]3[CH:8]=[CH:9][C:4]([O:3][C:2]([F:1])([F:27])[F:26])=[CH:5][CH:6]=3)[N:16]=[CH:15][N:14]=2)=[CH:25][CH:24]=1. The catalyst class is: 3. (8) Reactant: [NH2:1][C:2]1[C:3](=[O:13])[C:4]2[C:9]([C:10](=[O:12])[CH:11]=1)=[CH:8][CH:7]=[CH:6][CH:5]=2.[H-].[Na+].[CH:16]1([C:21](Cl)=[O:22])[CH2:20][CH2:19][CH2:18][CH2:17]1. Product: [O:13]=[C:3]1[C:4]2[C:9](=[CH:8][CH:7]=[CH:6][CH:5]=2)[C:10](=[O:12])[CH:11]=[C:2]1[NH:1][C:21]([CH:16]1[CH2:20][CH2:19][CH2:18][CH2:17]1)=[O:22]. The catalyst class is: 7. (9) Reactant: [C:1]([NH:4][C:5]1[C:10]2=[N:11][C:12]([C:17](OC)=[O:18])=[C:13]([OH:16])[C:14](=[O:15])[N:9]2[CH:8]=[C:7]([N:21]2[CH2:26][CH2:25][O:24][CH2:23][CH2:22]2)[CH:6]=1)(=[O:3])[CH3:2].[F:27][C:28]1[CH:33]=[CH:32][C:31]([CH2:34][NH2:35])=[CH:30][CH:29]=1. Product: [C:1]([NH:4][C:5]1[C:10]2=[N:11][C:12]([C:17]([NH:35][CH2:34][C:31]3[CH:32]=[CH:33][C:28]([F:27])=[CH:29][CH:30]=3)=[O:18])=[C:13]([OH:16])[C:14](=[O:15])[N:9]2[CH:8]=[C:7]([N:21]2[CH2:22][CH2:23][O:24][CH2:25][CH2:26]2)[CH:6]=1)(=[O:3])[CH3:2]. The catalyst class is: 5.